Dataset: Experimentally validated miRNA-target interactions with 360,000+ pairs, plus equal number of negative samples. Task: Binary Classification. Given a miRNA mature sequence and a target amino acid sequence, predict their likelihood of interaction. (1) The miRNA is cel-miR-253-5p with sequence CUUUUCACACACCUCACUAACA. The protein sequence of the target gene is MTRLCLPRPEAREDPIPVPPRGLGAGEGSGSPVRPPVSTWGPSWAQLLDSVLWLGALGLTIQAVFSTTGPALLLLLVSFLTFDLLHRPAGHTLPQRKLLTRGQSQGAGEGPGQQEALLLQMGTVSGQLSLQDALLLLLMGLGPLLRACGMPLTLLGLAFCLHPWA. Result: 0 (no interaction). (2) The miRNA is mmu-miR-466m-3p with sequence UACAUACACACAUACACACGCA. The protein sequence of the target gene is MGNEASLEGGAGEGPLPPGGSGLGPGPGAGKPPSALAGGGQLPVAGAARAAGPPTPGLGPVPGPGPGPGPGSVPRRLDPKEPLGSQRTTSPTPKQASATAPGRESPRETRAQGPSGQEAESPRRTLQVDSRTQRSGRSPSVSPDRGSTPTSPYSVPQIAPLPSSTLCPICKTSDLTSTPSQPNFNTCTQCHNKVCNQCGFNPNPHLTQVKEWLCLNCQMQRALGMDMTTAPRSKSQQQLHSPALSPAHSPAKQPLGKPEQERSPRGPGATQSGPRQAEAARATSVPGPTQATAPPEVGRV.... Result: 1 (interaction). (3) The miRNA is mmu-miR-125b-5p with sequence UCCCUGAGACCCUAACUUGUGA. The protein sequence of the target gene is MAASSLEQKLSRLEAKLKQENREARRRIDLNLDISPQRPRPIIVITLSPAPAPSQRAALQLPLANDGGSRSPSSESSPQHPTPPTRPRHMLGLPSTLFTPRSMESIEIDQKLQEIMKQTGYLTIGGQRYQAEINDLENLGEMGSGTCGQVWKMRFRKTGHIIAVKQMRRSGNKEENKRILMDLDVVLKSHDCPYIVQCFGTFITNTDVFIAMELMGTCAEKLKKRMQGPIPERILGKMTVAIVKALYYLKEKHGVIHRDVKPSNILLDERGQIKLCDFGISGRLVDSKAKTRSAGCAAYM.... Result: 1 (interaction). (4) The miRNA is mmu-miR-129-2-3p with sequence AAGCCCUUACCCCAAAAAGCAU. Result: 0 (no interaction). The protein sequence of the target gene is MLREEATKKSKEKEPGMALPQGRLTFRDVAIEFSLEEWKCLNPAQRALYRAVMLENYRNLEFVDSSLKSMMEFSSTRHSITGEVIHTGTLQRHKSHHIGDFCFPEMKKDIHHFEFQWQEVERNGHEAPMTKIKKLTGSTDRSDHRHAGNKPIKDQLGLSFHSHLPELHMFQTKGKISNQLDKSIGASSASESQRISCRLKTHISNKYGKNFLHSSFTQIQEICMREKPCQSNECGKAFNYSSLLRRHHITHSREREYKCDVCGKIFNQKQYIVYHHRCHTGEKTYKCNECGKTFTQMSSL.... (5) The miRNA is hsa-miR-4271 with sequence GGGGGAAGAAAAGGUGGGG. The protein sequence of the target gene is MKDKRKKKDRTWAEAARLALEKHPNSPMTAKQILEVIQKEGLKETSGTSPLACLNAMLHTNTRIGDGTFFKIPGKSGLYALKKEESSCPADGTLDLVCESELDGTDMAEANAHGEENGVCSKQVTDEASSTRDSSLTNTAVQSKLVSSFQQHTKKALKQALRQQQKRRNGVSMMVNKTVPRVVLTPLKVSDEQSDSPSGSESKNGEADSSDKEMKHGQKSPTGKQTSQHLKRLKKSGLGHLKWTKAEDIDIETPGSILVNTNLRALINKHTFASLPQHFQQYLLLLLPEVDRQMGSDGIL.... Result: 1 (interaction). (6) The miRNA is mmu-miR-3470b with sequence UCACUCUGUAGACCAGGCUGG. The protein sequence of the target gene is MPAMVEKGPEVSGKRRGRNNAAASASAAAASAAASAACASPAATAASGAAASSASAAAASAAAAPNNGQNKSLAAAAPNGNSSSNSWEEGSSGSSSDEEHGGGGMRVGPQYQAVVPDFDPAKLARRSQERDNLGMLVWSPNQNLSEAKLDEYIAIAKEKHGYNMEQALGMLFWHKHNIEKSLADLPNFTPFPDEWTVEDKVLFEQAFSFHGKTFHRIQQMLPDKSIASLVKFYYSWKKTRTKTSVMDRHARKQKREREESEDELEEANGNNPIDIEVDQNKESKKEVPPTETVPQVKKEK.... Result: 0 (no interaction). (7) The miRNA is mmu-miR-509-5p with sequence UACUCCAGAAUGUGGCAAUCAU. Result: 0 (no interaction). The protein sequence of the target gene is MDLTAIYESLLSLSPDVPVPSDHGGTESSPGWGSSGPWSLSPSDSSPSGVTSRLPGRSTSLVEGRSCGWVPPPPGFAPLAPRLGPELSPSPTSPTATSTTPSRYKTELCRTFSESGRCRYGAKCQFAHGLGELRQANRHPKYKTELCHKFYLQGRCPYGSRCHFIHNPSEDLAAPGHPPVLRQSISFSGLPSGRRTSPPPPGLAGPSLSSSSFSPSSSPPPPGDLPLSPSAFSAAPGTPLARRDPTPVCCPSCRRATPISVWGPLGGLVRTPSVQSLGSDPDEYASSGSSLGGSDSPVFE.... (8) The miRNA is hsa-miR-335-5p with sequence UCAAGAGCAAUAACGAAAAAUGU. The protein sequence of the target gene is MKMRFLGLVVCLVLWTLHSEGSGGKLTAVDPETNMNVSEIISYWGFPSEEYLVETEDGYILCLNRIPHGRKNHSDKGPKPVVFLQHGLLADSSNWVTNLANSSLGFILADAGFDVWMGNSRGNTWSRKHKTLSVSQDEFWAFSYDEMAKYDLPASINFILNKTGQEQVYYVGHSQGTTIGFIAFSQIPELAKRIKMFFALGPVASVAFCTSPMAKLGRLPDHLIKDLFGDKEFLPQSAFLKWLGTHVCTHVILKELCGNLCFLLCGFNERNLNMSRVDVYTTHSPAGTSVQNMLHWSQAV.... Result: 1 (interaction). (9) Result: 1 (interaction). The protein sequence of the target gene is MQPPGPPPAYAPTNGDFTFVSSADAEDLSGSIASPDVKLNLGGDFIKESTATTFLRQRGYGWLLEVEDDDPEDNKPLLEELDIDLKDIYYKIRCVLMPMPSLGFNRQVVRDNPDFWGPLAVVLFFSMISLYGQFRVVSWIITIWIFGSLTIFLLARVLGGEVAYGQVLGVIGYSLLPLIVIAPVLLVVGSFEVVSTLIKLFGVFWAAYSAASLLVGEEFKTKKPLLIYPIFLLYIYFLSLYTGV. The miRNA is hsa-miR-519d-3p with sequence CAAAGUGCCUCCCUUUAGAGUG. (10) The miRNA is hsa-miR-148b-3p with sequence UCAGUGCAUCACAGAACUUUGU. The protein sequence of the target gene is MATSRGASRCPRDIANVMQRLQDEQEIVQKRTFTKWINSHLAKRKPPMVVDDLFEDMKDGVKLLALLEVLSGQKLPCEQGRRMKRIHAVANIGTALKFLEGRKIKLVNINSTDIADGRPSIVLGLMWTIILYFQIEELTSNLPQLQSLSSSASSVDSIVSSETPSPPSKRKVTTKIQGNAKKALLKWVQYTAGKQTGIEVKDFGKSWRSGVAFHSVIHAIRPELVDLETVKGRSNRENLEDAFTIAETELGIPRLLDPEDVDVDKPDEKSIMTYVAQFLKHYPDIHNASTDGQEDDEILP.... Result: 1 (interaction).